This data is from Peptide-MHC class I binding affinity with 185,985 pairs from IEDB/IMGT. The task is: Regression. Given a peptide amino acid sequence and an MHC pseudo amino acid sequence, predict their binding affinity value. This is MHC class I binding data. (1) The MHC is HLA-A02:06 with pseudo-sequence HLA-A02:06. The binding affinity (normalized) is 0. The peptide sequence is AFPTSCHM. (2) The peptide sequence is AYIAFPTSCHMFI. The MHC is HLA-A02:02 with pseudo-sequence HLA-A02:02. The binding affinity (normalized) is 0.479. (3) The binding affinity (normalized) is 0.0939. The peptide sequence is TTDDLVKSY. The MHC is HLA-A33:01 with pseudo-sequence HLA-A33:01. (4) The peptide sequence is FQKDAKVLF. The MHC is HLA-A30:01 with pseudo-sequence HLA-A30:01. The binding affinity (normalized) is 0.0847. (5) The peptide sequence is ETMYLTMKA. The MHC is HLA-A02:03 with pseudo-sequence HLA-A02:03. The binding affinity (normalized) is 0.367. (6) The peptide sequence is SMFERDFHF. The MHC is HLA-A02:19 with pseudo-sequence HLA-A02:19. The binding affinity (normalized) is 0.669.